This data is from HIV replication inhibition screening data with 41,000+ compounds from the AIDS Antiviral Screen. The task is: Binary Classification. Given a drug SMILES string, predict its activity (active/inactive) in a high-throughput screening assay against a specified biological target. (1) The molecule is CCOC(=O)NC1C2CC(=O)C(O2)C1OCc1ccccc1. The result is 0 (inactive). (2) The drug is C=C(C)C1CCC2(CO)C(O)CC3(C)C(CCC4C5(C)CCC(O)C(C)(C)C5CCC43C)C12. The result is 0 (inactive). (3) The molecule is O=C(C[PH](c1ccccc1)(c1ccccc1)c1ccccc1)C[PH](c1ccccc1)(c1ccccc1)c1ccccc1. The result is 0 (inactive). (4) The result is 0 (inactive). The compound is CC(=O)NNC(=S)NC=C(C#N)C(=O)c1ccc2ccccc2c1. (5) The compound is Cc1ccc(S(=O)(=O)N2c3ccccc3C3CCc4c([nH]c5ccccc45)C32)cc1. The result is 0 (inactive).